From a dataset of NCI-60 drug combinations with 297,098 pairs across 59 cell lines. Regression. Given two drug SMILES strings and cell line genomic features, predict the synergy score measuring deviation from expected non-interaction effect. (1) Drug 1: C1=CC=C(C(=C1)C(C2=CC=C(C=C2)Cl)C(Cl)Cl)Cl. Drug 2: C(CN)CNCCSP(=O)(O)O. Cell line: HL-60(TB). Synergy scores: CSS=2.27, Synergy_ZIP=0.302, Synergy_Bliss=3.25, Synergy_Loewe=-1.49, Synergy_HSA=-0.0356. (2) Drug 1: CN(CC1=CN=C2C(=N1)C(=NC(=N2)N)N)C3=CC=C(C=C3)C(=O)NC(CCC(=O)O)C(=O)O. Drug 2: CC1C(C(CC(O1)OC2CC(CC3=C2C(=C4C(=C3O)C(=O)C5=C(C4=O)C(=CC=C5)OC)O)(C(=O)CO)O)N)O.Cl. Cell line: UACC-257. Synergy scores: CSS=41.9, Synergy_ZIP=-7.15, Synergy_Bliss=-13.3, Synergy_Loewe=-16.0, Synergy_HSA=-9.28. (3) Drug 1: CCC1(CC2CC(C3=C(CCN(C2)C1)C4=CC=CC=C4N3)(C5=C(C=C6C(=C5)C78CCN9C7C(C=CC9)(C(C(C8N6C=O)(C(=O)OC)O)OC(=O)C)CC)OC)C(=O)OC)O.OS(=O)(=O)O. Drug 2: CC12CCC3C(C1CCC2O)C(CC4=C3C=CC(=C4)O)CCCCCCCCCS(=O)CCCC(C(F)(F)F)(F)F. Cell line: SF-295. Synergy scores: CSS=7.99, Synergy_ZIP=0.894, Synergy_Bliss=4.49, Synergy_Loewe=-1.24, Synergy_HSA=0.0829. (4) Drug 1: C1CC(=O)NC(=O)C1N2CC3=C(C2=O)C=CC=C3N. Drug 2: C1=NC2=C(N1)C(=S)N=CN2. Cell line: NCIH23. Synergy scores: CSS=12.3, Synergy_ZIP=-8.99, Synergy_Bliss=-9.78, Synergy_Loewe=-28.6, Synergy_HSA=-8.51. (5) Drug 1: CC1=C(C=C(C=C1)NC2=NC=CC(=N2)N(C)C3=CC4=NN(C(=C4C=C3)C)C)S(=O)(=O)N.Cl. Drug 2: CC1C(C(CC(O1)OC2CC(CC3=C2C(=C4C(=C3O)C(=O)C5=C(C4=O)C(=CC=C5)OC)O)(C(=O)CO)O)N)O.Cl. Cell line: SK-MEL-2. Synergy scores: CSS=70.6, Synergy_ZIP=11.1, Synergy_Bliss=11.1, Synergy_Loewe=-18.7, Synergy_HSA=8.87.